From a dataset of Full USPTO retrosynthesis dataset with 1.9M reactions from patents (1976-2016). Predict the reactants needed to synthesize the given product. (1) Given the product [CH3:1][N:2]1[CH:6]=[CH:5][C:4]([NH:7][C:8]([C:10]2[C:15]([NH:18][C:19]3[S:20][CH:21]=[C:22]([CH3:24])[N:23]=3)=[CH:14][CH:13]=[C:12]([CH3:17])[N:11]=2)=[O:9])=[N:3]1, predict the reactants needed to synthesize it. The reactants are: [CH3:1][N:2]1[CH:6]=[CH:5][C:4]([NH:7][C:8]([C:10]2[C:15](Br)=[CH:14][CH:13]=[C:12]([CH3:17])[N:11]=2)=[O:9])=[N:3]1.[NH2:18][C:19]1[S:20][CH:21]=[C:22]([CH3:24])[N:23]=1. (2) Given the product [C:28]([O:27][C:25]([NH:24][C:5]1[CH:4]=[CH:3][C:2]([NH:1][C:35]2[C:36]([CH3:40])=[CH:37][N:38]=[C:33]([Cl:32])[N:34]=2)=[CH:7][C:6]=1[CH2:8][CH2:9][C:10]1[CH:11]=[C:12]([NH:16][C:17](=[O:23])[O:18][C:19]([CH3:22])([CH3:21])[CH3:20])[CH:13]=[CH:14][CH:15]=1)=[O:26])([CH3:31])([CH3:30])[CH3:29], predict the reactants needed to synthesize it. The reactants are: [NH2:1][C:2]1[CH:3]=[CH:4][C:5]([NH:24][C:25]([O:27][C:28]([CH3:31])([CH3:30])[CH3:29])=[O:26])=[C:6]([CH2:8][CH2:9][C:10]2[CH:11]=[C:12]([NH:16][C:17](=[O:23])[O:18][C:19]([CH3:22])([CH3:21])[CH3:20])[CH:13]=[CH:14][CH:15]=2)[CH:7]=1.[Cl:32][C:33]1[N:38]=[C:37](Cl)[C:36]([CH3:40])=[CH:35][N:34]=1.C(=O)([O-])[O-].[K+].[K+]. (3) The reactants are: [CH3:1][C:2]1[CH:3]=[C:4]([NH:8][C:9]2[C:10]3[C:20](=[O:21])[NH:19][CH:18]=[CH:17][C:11]=3[N:12]=[C:13]([S:15][CH3:16])[N:14]=2)[CH:5]=[CH:6][CH:7]=1.C1C(=O)N([Br:29])C(=O)C1. Given the product [Br:29][C:17]1[C:11]2[N:12]=[C:13]([S:15][CH3:16])[N:14]=[C:9]([NH:8][C:4]3[CH:5]=[CH:6][CH:7]=[C:2]([CH3:1])[CH:3]=3)[C:10]=2[C:20](=[O:21])[NH:19][CH:18]=1, predict the reactants needed to synthesize it. (4) The reactants are: Br[C:2]1[N:7]=[N:6][C:5]([NH2:8])=[N:4][C:3]=1[C:9]1[CH:14]=[CH:13][CH:12]=[CH:11][CH:10]=1.[Cl:15][C:16]1[CH:17]=[C:18](B(O)O)[CH:19]=[N:20][CH:21]=1. Given the product [Cl:15][C:16]1[CH:17]=[C:18]([C:2]2[N:7]=[N:6][C:5]([NH2:8])=[N:4][C:3]=2[C:9]2[CH:14]=[CH:13][CH:12]=[CH:11][CH:10]=2)[CH:19]=[N:20][CH:21]=1, predict the reactants needed to synthesize it. (5) Given the product [C:1]([O:4][C@H:5]([C@H:9]1[O:14][CH2:13][CH2:12][N:11]([C:15]2[CH:16]=[C:17]3[C:21](=[CH:22][CH:23]=2)[CH2:20][N:19]([CH3:24])[C:18]3=[O:25])[C:10]1=[O:26])[C:6](=[O:7])[NH:39][C:36]1[CH:35]=[CH:34][C:33]([C:30]2[NH:29][C:28](=[O:27])[O:32][N:31]=2)=[CH:38][CH:37]=1)(=[O:3])[CH3:2], predict the reactants needed to synthesize it. The reactants are: [C:1]([O:4][C@H:5]([C@H:9]1[O:14][CH2:13][CH2:12][N:11]([C:15]2[CH:16]=[C:17]3[C:21](=[CH:22][CH:23]=2)[CH2:20][N:19]([CH3:24])[C:18]3=[O:25])[C:10]1=[O:26])[C:6](O)=[O:7])(=[O:3])[CH3:2].[O:27]=[C:28]1[O:32][N:31]=[C:30]([C:33]2[CH:38]=[CH:37][C:36]([NH-:39])=[CH:35][CH:34]=2)[NH:29]1.CCN=C=NCCCN(C)C. (6) Given the product [F:1][C:2]([F:7])([F:6])[C:3]([OH:5])=[O:4].[CH3:8][C@@H:9]1[NH:13][C@H:12]([C:14]([O:16][CH2:17][CH3:18])=[O:15])[CH2:11][CH2:10]1, predict the reactants needed to synthesize it. The reactants are: [F:1][C:2]([F:7])([F:6])[C:3]([OH:5])=[O:4].[CH3:8][C:9]1[CH2:10][CH2:11][C@@H:12]([C:14]([O:16][CH2:17][CH3:18])=[O:15])[N:13]=1.